This data is from Catalyst prediction with 721,799 reactions and 888 catalyst types from USPTO. The task is: Predict which catalyst facilitates the given reaction. Reactant: [CH3:1][CH2:2][N:3]1[C:7](=[O:8])[C:6]([C:15]2[CH:16]=[CH:17][CH:18]=[CH:19][CH:20]=2)([C:9]2[CH:10]=[CH:11][CH:12]=[CH:13][CH:14]=2)[C@@H:5]([CH2:21][CH2:22][N:23]2[CH2:28][CH2:27][O:26][CH2:25][CH2:24]2)[CH2:4]1.C1C=CC(C(O[C@H](C(O)=O)[C@H](OC(C2C=CC=CC=2)=O)C(O)=O)=O)=CC=1.O.C(=O)(O)[O-].[Na+]. Product: [CH3:1][CH2:2][N:3]1[C:7](=[O:8])[C:6]([C:15]2[CH:20]=[CH:19][CH:18]=[CH:17][CH:16]=2)([C:9]2[CH:10]=[CH:11][CH:12]=[CH:13][CH:14]=2)[C@@H:5]([CH2:21][CH2:22][N:23]2[CH2:28][CH2:27][O:26][CH2:25][CH2:24]2)[CH2:4]1. The catalyst class is: 4.